The task is: Predict the reactants needed to synthesize the given product.. This data is from Full USPTO retrosynthesis dataset with 1.9M reactions from patents (1976-2016). (1) Given the product [CH:21]([O:20][C:15]1[CH:16]=[CH:17][CH:18]=[CH:19][C:14]=1[CH2:13][N:10]([O:11][CH3:12])[C:8](=[O:9])[CH:7]=[C:5]([OH:6])[C:4]([NH:30][S:27]([CH3:26])(=[O:29])=[O:28])=[O:3])([CH3:23])[CH3:22], predict the reactants needed to synthesize it. The reactants are: CC1(C)[O:6][C:5](=[CH:7][C:8]([N:10]([CH2:13][C:14]2[CH:19]=[CH:18][CH:17]=[CH:16][C:15]=2[O:20][CH:21]([CH3:23])[CH3:22])[O:11][CH3:12])=[O:9])[C:4](=O)[O:3]1.[CH3:26][S:27]([NH2:30])(=[O:29])=[O:28]. (2) The reactants are: [C:1]1([CH:7]([C:40]2[CH:45]=[CH:44][CH:43]=[CH:42][CH:41]=2)[CH2:8][CH2:9][N:10]([CH2:30][CH2:31][CH2:32][C:33]([O:35]C(C)(C)C)=[O:34])[C:11]([NH:13][C:14]2[S:15][CH:16]=[C:17]([C:19]3[CH:24]=[CH:23][C:22]([NH:25][S:26]([CH3:29])(=[O:28])=[O:27])=[CH:21][CH:20]=3)[N:18]=2)=[O:12])[CH:6]=[CH:5][CH:4]=[CH:3][CH:2]=1.N1(C(N2C=CN=C2)=O)C=CN=C1.C1(C(C2C=CC=CC=2)CCNCCCCNC(=O)OC(C)(C)C)C=CC=CC=1.C([O-])(O)=O.[Na+]. Given the product [C:1]1([CH:7]([C:40]2[CH:41]=[CH:42][CH:43]=[CH:44][CH:45]=2)[CH2:8][CH2:9][N:10]([CH2:30][CH2:31][CH2:32][C:33]([OH:35])=[O:34])[C:11]([NH:13][C:14]2[S:15][CH:16]=[C:17]([C:19]3[CH:24]=[CH:23][C:22]([NH:25][S:26]([CH3:29])(=[O:28])=[O:27])=[CH:21][CH:20]=3)[N:18]=2)=[O:12])[CH:6]=[CH:5][CH:4]=[CH:3][CH:2]=1, predict the reactants needed to synthesize it. (3) Given the product [Cl:1][C:2]1[CH:10]=[C:9]([F:11])[C:8]([N:12]2[C:17](=[O:18])[CH:16]=[C:15]([C:19]([F:20])([F:22])[F:21])[N:14]([CH3:23])[C:13]2=[O:24])=[CH:7][C:3]=1[C:4]([OH:6])=[O:5].[CH3:37][N:38]([S:42](=[O:45])(=[O:44])[NH2:43])[CH:39]([CH3:41])[CH3:40].[Cl:1][C:2]1[CH:10]=[C:9]([F:11])[C:8]([N:12]2[C:17](=[O:18])[CH:16]=[C:15]([C:19]([F:22])([F:20])[F:21])[N:14]([CH3:23])[C:13]2=[O:24])=[CH:7][C:3]=1[C:4]([NH:43][S:42](=[O:45])(=[O:44])[N:38]([CH:39]([CH3:41])[CH3:40])[CH3:37])=[O:6], predict the reactants needed to synthesize it. The reactants are: [Cl:1][C:2]1[CH:10]=[C:9]([F:11])[C:8]([N:12]2[C:17](=[O:18])[CH:16]=[C:15]([C:19]([F:22])([F:21])[F:20])[N:14]([CH3:23])[C:13]2=[O:24])=[CH:7][C:3]=1[C:4]([OH:6])=[O:5].C(N1C=CN=C1)(N1C=CN=C1)=O.[CH3:37][N:38]([S:42](=[O:45])(=[O:44])[NH2:43])[CH:39]([CH3:41])[CH3:40].N12CCCN=C1CCCCC2. (4) The reactants are: [H-].[H-].[H-].[H-].[Li+].[Al+3].[F:7][C:8]1[CH:31]=[CH:30][C:11]([C:12]([N:14]2[CH2:29][CH2:28][N:17]3[C:18]4[N:27]=[CH:26][CH:25]=[CH:24][C:19]=4[NH:20][C:21](=O)[CH2:22][CH:16]3[CH2:15]2)=O)=[CH:10][CH:9]=1. Given the product [F:7][C:8]1[CH:31]=[CH:30][C:11]([CH2:12][N:14]2[CH2:29][CH2:28][N:17]3[C:18]4[N:27]=[CH:26][CH:25]=[CH:24][C:19]=4[NH:20][CH2:21][CH2:22][CH:16]3[CH2:15]2)=[CH:10][CH:9]=1, predict the reactants needed to synthesize it.